Dataset: Forward reaction prediction with 1.9M reactions from USPTO patents (1976-2016). Task: Predict the product of the given reaction. (1) Given the reactants [NH2:1][C:2]1[CH:23]=[CH:22][C:5]([O:6][C:7]2[CH:8]=[CH:9][C:10]3[N:11]([CH:13]=[C:14]([NH:16][C:17]([CH:19]4[CH2:21][CH2:20]4)=[O:18])[N:15]=3)[CH:12]=2)=[CH:4][C:3]=1[F:24].[F:25][C:26]1[CH:31]=[CH:30][C:29]([NH:32][C:33]([C:35]2([C:38](O)=[O:39])[CH2:37][CH2:36]2)=[O:34])=[CH:28][CH:27]=1.CN(C(ON1N=NC2C=CC=NC1=2)=[N+](C)C)C.F[P-](F)(F)(F)(F)F.C(N(CC)C(C)C)(C)C.C(=O)([O-])O.[Na+], predict the reaction product. The product is: [CH:19]1([C:17]([NH:16][C:14]2[N:15]=[C:10]3[CH:9]=[CH:8][C:7]([O:6][C:5]4[CH:22]=[CH:23][C:2]([NH:1][C:38]([C:35]5([C:33]([NH:32][C:29]6[CH:30]=[CH:31][C:26]([F:25])=[CH:27][CH:28]=6)=[O:34])[CH2:37][CH2:36]5)=[O:39])=[C:3]([F:24])[CH:4]=4)=[CH:12][N:11]3[CH:13]=2)=[O:18])[CH2:21][CH2:20]1. (2) Given the reactants [C:1](#N)[C:2]1[C:3](=[CH:5][CH:6]=[CH:7][CH:8]=1)[NH2:4].[CH2:10]([Mg]Br)[CH3:11].C1C[O:17]CC1, predict the reaction product. The product is: [NH2:4][C:3]1[CH:5]=[CH:6][CH:7]=[CH:8][C:2]=1[C:1](=[O:17])[CH2:10][CH3:11]. (3) Given the reactants C(OC(=O)[NH:7][CH2:8][CH2:9][CH2:10][O:11][C:12]1[CH:17]=[CH:16][C:15]([NH:18][C:19]2[S:20][C:21]([C:25](=[O:35])[C:26]3[CH:31]=[CH:30][C:29]([O:32][CH3:33])=[C:28]([F:34])[CH:27]=3)=[C:22]([NH2:24])[N:23]=2)=[CH:14][CH:13]=1)(C)(C)C.FC(F)(F)C(O)=O, predict the reaction product. The product is: [NH2:24][C:22]1[N:23]=[C:19]([NH:18][C:15]2[CH:16]=[CH:17][C:12]([O:11][CH2:10][CH2:9][CH2:8][NH2:7])=[CH:13][CH:14]=2)[S:20][C:21]=1[C:25]([C:26]1[CH:31]=[CH:30][C:29]([O:32][CH3:33])=[C:28]([F:34])[CH:27]=1)=[O:35]. (4) The product is: [CH3:8][O:9][C:10]1[CH:11]=[C:12]2[C:13](=[CH:18][CH:19]=1)[C:14](=[O:15])[N:16]([CH3:17])[C:48]([CH:44]1[CH2:45][CH2:46][CH2:47][N:42]([C:40]([O:39][CH2:32][C:33]3[CH:34]=[CH:35][CH:36]=[CH:37][CH:38]=3)=[O:41])[CH2:43]1)=[C:20]2[C:21]1[CH:26]=[CH:25][CH:24]=[CH:23][CH:22]=1. Given the reactants C(O)(C)C.C(=O)=O.[CH3:8][O:9][C:10]1[CH:19]=[CH:18][C:13]([C:14]([NH:16][CH3:17])=[O:15])=[C:12]([CH2:20][C:21]2[CH:26]=[CH:25][CH:24]=[CH:23][CH:22]=2)[CH:11]=1.C([Li])(CC)C.[CH2:32]([O:39][C:40]([N:42]1[CH2:47][CH2:46][CH2:45][CH:44]([C:48](Cl)=O)[CH2:43]1)=[O:41])[C:33]1[CH:38]=[CH:37][CH:36]=[CH:35][CH:34]=1, predict the reaction product. (5) Given the reactants Cl[CH2:2][C:3]1[N:4]=[C:5]([C:9]2[O:10][CH:11]=[CH:12][CH:13]=2)[O:6][C:7]=1[CH3:8].[OH:14][C:15]1[CH:16]=[C:17]([CH:20]=[CH:21][CH:22]=1)[CH2:18][OH:19].C(=O)([O-])[O-].[K+].[K+].CN(C)C=O, predict the reaction product. The product is: [O:10]1[CH:11]=[CH:12][CH:13]=[C:9]1[C:5]1[O:6][C:7]([CH3:8])=[C:3]([CH2:2][O:14][C:15]2[CH:16]=[C:17]([CH2:18][OH:19])[CH:20]=[CH:21][CH:22]=2)[N:4]=1.